Dataset: Reaction yield outcomes from USPTO patents with 853,638 reactions. Task: Predict the reaction yield, written as a fraction of the theoretical maximum amount of product (1.0 means a 100% yield; for example, 0.34 means a 34% yield). (1) The reactants are [NH2:1][C:2]1[O:6][N:5]=[C:4]([CH3:7])[C:3]=1[Br:8].Cl[S:10]([C:13]1[CH:17]=[CH:16][S:15][C:14]=1[CH2:18][C:19]1[CH:24]=[CH:23][C:22]2[O:25][CH2:26][O:27][C:21]=2[CH:20]=1)(=[O:12])=[O:11]. No catalyst specified. The product is [Br:8][C:3]1[C:4]([CH3:7])=[N:5][O:6][C:2]=1[NH:1][S:10]([C:13]1[CH:17]=[CH:16][S:15][C:14]=1[CH2:18][C:19]1[CH:24]=[CH:23][C:22]2[O:25][CH2:26][O:27][C:21]=2[CH:20]=1)(=[O:12])=[O:11]. The yield is 0.370. (2) The reactants are [F:1][C:2]([F:35])([F:34])[C:3]1[CH:4]=[C:5]([CH:27]=[C:28]([C:30]([F:33])([F:32])[F:31])[CH:29]=1)[CH2:6][N:7]([CH:20]1[CH2:24][CH:23]([CH2:25][CH3:26])[NH:22][CH2:21]1)[C:8]1[N:13]=[CH:12][C:11]([C:14]2[CH:15]=[N:16][N:17]([CH3:19])[CH:18]=2)=[CH:10][N:9]=1.[CH2:36]([O:38][C:39](C1OC(Cl)=NC=1)=[O:40])[CH3:37].[CH:47](N(CC)C(C)C)(C)C.O.[CH3:57][N:58]([CH:60]=[O:61])C. No catalyst specified. The product is [CH2:36]([O:38][C:39]([C:57]1[N:58]=[C:60]([N:22]2[CH2:21][C@@H:20]([N:7]([CH2:6][C:5]3[CH:27]=[C:28]([C:30]([F:33])([F:32])[F:31])[CH:29]=[C:3]([C:2]([F:34])([F:1])[F:35])[CH:4]=3)[C:8]3[N:9]=[CH:10][C:11]([C:14]4[CH:15]=[N:16][N:17]([CH3:19])[CH:18]=4)=[CH:12][N:13]=3)[CH2:24][C@H:23]2[CH2:25][CH3:26])[O:61][CH:47]=1)=[O:40])[CH3:37]. The yield is 0.460. (3) The reactants are Br[CH2:2][C:3]([C:5]1[CH:10]=[CH:9][C:8]([N:11]2[CH2:16][CH2:15][O:14][CH2:13][CH2:12]2)=[CH:7][CH:6]=1)=[O:4].[CH3:17][NH2:18].[C:19](=[O:30])(OC(C)(C)C)[O:20][C:21]([CH3:24])([CH3:23])[CH3:22]. The catalyst is C1COCC1. The product is [O:4]=[C:3]([C:5]1[CH:10]=[CH:9][C:8]([N:11]2[CH2:16][CH2:15][O:14][CH2:13][CH2:12]2)=[CH:7][CH:6]=1)[CH2:2][N:18]([CH3:17])[C:19](=[O:30])[O:20][C:21]([CH3:24])([CH3:23])[CH3:22]. The yield is 0.380. (4) The reactants are Cl[C:2]1[CH:3]=[CH:4][C:5]([N+:9]([O-:11])=[O:10])=[C:6]([CH:8]=1)[NH2:7].B(O)(O)[C:13]1[CH:18]=[CH:17][C:16]([CH2:19][N:20]2[CH2:25][CH2:24][O:23][CH2:22][CH2:21]2)=[CH:15][CH:14]=1.C([O-])([O-])=O.[Na+].[Na+]. The catalyst is COCCOC.C1C=CC([P]([Pd]([P](C2C=CC=CC=2)(C2C=CC=CC=2)C2C=CC=CC=2)([P](C2C=CC=CC=2)(C2C=CC=CC=2)C2C=CC=CC=2)[P](C2C=CC=CC=2)(C2C=CC=CC=2)C2C=CC=CC=2)(C2C=CC=CC=2)C2C=CC=CC=2)=CC=1. The product is [N:20]1([CH2:19][C:16]2[CH:15]=[CH:14][C:13]([C:2]3[CH:3]=[CH:4][C:5]([N+:9]([O-:11])=[O:10])=[C:6]([NH2:7])[CH:8]=3)=[CH:18][CH:17]=2)[CH2:21][CH2:22][O:23][CH2:24][CH2:25]1. The yield is 0.781. (5) The reactants are [I:1][C:2]1[C:10]2[C:5](=[N:6][CH:7]=[N:8][C:9]=2[NH2:11])[NH:4][N:3]=1.C(=O)([O-])[O-].[Cs+].[Cs+].[I-].[K+].[Cl:20][C:21]1[C:22]([CH3:44])=[C:23]([C:33]2[CH:34]=[CH:35][C:36]([C:39]([N:41]([CH3:43])[CH3:42])=[O:40])=[N:37][CH:38]=2)[C:24]([O:30][CH2:31][CH3:32])=[C:25]([CH:27](Cl)[CH3:28])[CH:26]=1. The catalyst is CN(C)C=O.O. The product is [NH2:11][C:9]1[N:8]=[CH:7][N:6]=[C:5]2[N:4]([CH:27]([C:25]3[C:24]([O:30][CH2:31][CH3:32])=[C:23]([C:33]4[CH:34]=[CH:35][C:36]([C:39]([N:41]([CH3:42])[CH3:43])=[O:40])=[N:37][CH:38]=4)[C:22]([CH3:44])=[C:21]([Cl:20])[CH:26]=3)[CH3:28])[N:3]=[C:2]([I:1])[C:10]=12. The yield is 0.470. (6) The reactants are [O:1]1[C:5]2[CH:6]=[CH:7][CH:8]=[CH:9][C:4]=2[CH:3]=[C:2]1[C:10]1[N:19]=[C:18]([Cl:20])[C:17]2[C:12](=[CH:13][CH:14]=[CH:15][CH:16]=2)[N:11]=1.[CH3:21][N:22]1[CH2:26][CH2:25][CH2:24][CH:23]1[CH:27]=[CH:28][NH2:29]. The catalyst is O1CCOCC1. The product is [ClH:20].[ClH:20].[O:1]1[C:5]2[CH:6]=[CH:7][CH:8]=[CH:9][C:4]=2[CH:3]=[C:2]1[CH:10]1[N:29]([CH2:28][CH2:27][CH:23]2[CH2:24][CH2:25][CH2:26][N:22]2[CH3:21])[C:18]([NH2:19])=[C:17]2[C:12]([CH:13]=[CH:14][CH:15]=[CH:16]2)=[N:11]1. The yield is 0.860. (7) The catalyst is CCO.[Zn]. The yield is 0.790. The reactants are [Cl-].[Ca+2].[Cl-].Br[C:5]1[C:15]2[CH2:14][NH:13][CH2:12][CH2:11][C:10]34[CH:21]=[CH:20][C@H:19]([OH:22])[CH2:18][CH:16]3[O:17][C:8]([C:9]=24)=[C:7]([O:23][CH3:24])[CH:6]=1. The product is [CH3:24][O:23][C:7]1[CH:6]=[CH:5][C:15]2[CH2:14][NH:13][CH2:12][CH2:11][C:10]34[CH:21]=[CH:20][C@H:19]([OH:22])[CH2:18][CH:16]3[O:17][C:8]=1[C:9]=24.